This data is from Full USPTO retrosynthesis dataset with 1.9M reactions from patents (1976-2016). The task is: Predict the reactants needed to synthesize the given product. (1) Given the product [Cl:1][C:2]1[CH:7]=[C:6]([Cl:8])[CH:5]=[CH:4][C:3]=1[S:9]([N:12]([CH3:37])[CH2:13][C:14](=[O:36])[CH2:15][NH:16][C:17]([C@@H:19]([NH:24][C:25]([C:27]1[S:28][C:29]2[CH:35]=[CH:34][CH:33]=[CH:32][C:30]=2[CH:31]=1)=[O:26])[CH2:20][CH:21]([CH3:23])[CH3:22])=[O:18])(=[O:10])=[O:11], predict the reactants needed to synthesize it. The reactants are: [Cl:1][C:2]1[CH:7]=[C:6]([Cl:8])[CH:5]=[CH:4][C:3]=1[S:9]([N:12]([CH3:37])[CH2:13][C@@H:14]([OH:36])[CH2:15][NH:16][C:17]([C@@H:19]([NH:24][C:25]([C:27]1[S:28][C:29]2[CH:35]=[CH:34][CH:33]=[CH:32][C:30]=2[CH:31]=1)=[O:26])[CH2:20][CH:21]([CH3:23])[CH3:22])=[O:18])(=[O:11])=[O:10].CC(OI1(OC(C)=O)(OC(C)=O)OC(=O)C2C=CC=CC1=2)=O. (2) Given the product [F:1][C:2]([F:38])([F:37])[C:3]1[CH:4]=[C:5]([CH:30]=[C:31]([C:33]([F:36])([F:35])[F:34])[CH:32]=1)[C:6]([N:8]1[CH2:13][CH2:12][N:11]([CH2:14][C:15]#[C:16][CH2:17][N:42]2[CH2:41][C@@H:40]([CH3:39])[O:45][C@@H:44]([CH3:46])[CH2:43]2)[CH2:10][C@H:9]1[CH2:19][C:20]1[CH:29]=[CH:28][C:27]2[C:22](=[CH:23][CH:24]=[CH:25][CH:26]=2)[CH:21]=1)=[O:7], predict the reactants needed to synthesize it. The reactants are: [F:1][C:2]([F:38])([F:37])[C:3]1[CH:4]=[C:5]([CH:30]=[C:31]([C:33]([F:36])([F:35])[F:34])[CH:32]=1)[C:6]([N:8]1[CH2:13][CH2:12][N:11]([CH2:14][C:15]#[C:16][CH2:17]Cl)[CH2:10][C@H:9]1[CH2:19][C:20]1[CH:29]=[CH:28][C:27]2[C:22](=[CH:23][CH:24]=[CH:25][CH:26]=2)[CH:21]=1)=[O:7].[CH3:39][C@H:40]1[O:45][C@@H:44]([CH3:46])[CH2:43][NH:42][CH2:41]1.C(=O)([O-])[O-].[K+].[K+].O. (3) The reactants are: [NH2:1][C:2]1[CH:3]=[C:4]2[C:9](=[CH:10][CH:11]=1)[CH:8]=[N:7][CH:6]=[CH:5]2.[CH2:12]([N:19]=[C:20]=[O:21])[C:13]1[CH:18]=[CH:17][CH:16]=[CH:15][CH:14]=1.C([O-])(O)=O.[Na+]. Given the product [CH2:12]([NH:19][C:20]([NH:1][C:2]1[CH:3]=[C:4]2[C:9](=[CH:10][CH:11]=1)[CH:8]=[N:7][CH:6]=[CH:5]2)=[O:21])[C:13]1[CH:18]=[CH:17][CH:16]=[CH:15][CH:14]=1, predict the reactants needed to synthesize it. (4) Given the product [CH2:21]([C:19]1[O:18][N:17]=[C:16]([C:14]([NH:13][C@H:8]2[CH2:7][O:6][C:5]3[CH:28]=[CH:29][C:2]([NH:1][C:31]([NH:30][CH:33]([CH3:35])[CH3:34])=[O:32])=[CH:3][C:4]=3[N:10]([CH3:11])[C:9]2=[O:12])=[O:15])[CH:20]=1)[C:22]1[CH:23]=[CH:24][CH:25]=[CH:26][CH:27]=1, predict the reactants needed to synthesize it. The reactants are: [NH2:1][C:2]1[CH:29]=[CH:28][C:5]2[O:6][CH2:7][C@H:8]([NH:13][C:14]([C:16]3[CH:20]=[C:19]([CH2:21][C:22]4[CH:27]=[CH:26][CH:25]=[CH:24][CH:23]=4)[O:18][N:17]=3)=[O:15])[C:9](=[O:12])[N:10]([CH3:11])[C:4]=2[CH:3]=1.[N:30]([CH:33]([CH3:35])[CH3:34])=[C:31]=[O:32].